From a dataset of Reaction yield outcomes from USPTO patents with 853,638 reactions. Predict the reaction yield, written as a fraction of the theoretical maximum amount of product (1.0 means a 100% yield; for example, 0.34 means a 34% yield). The reactants are [F:1][C:2]1[CH:7]=[C:6]([F:8])[CH:5]=[CH:4][C:3]=1[C:9]([OH:32])([CH2:26][N:27]1[CH:31]=[N:30][N:29]=[N:28]1)[C:10]([C:13]1[N:18]=[CH:17][C:16](/[CH:19]=[CH:20]/[C:21]([O:23][CH2:24][CH3:25])=[O:22])=[CH:15][CH:14]=1)([F:12])[F:11]. The catalyst is C(O)C.[Pd]. The product is [F:1][C:2]1[CH:7]=[C:6]([F:8])[CH:5]=[CH:4][C:3]=1[C:9]([OH:32])([CH2:26][N:27]1[CH:31]=[N:30][N:29]=[N:28]1)[C:10]([C:13]1[N:18]=[CH:17][C:16]([CH2:19][CH2:20][C:21]([O:23][CH2:24][CH3:25])=[O:22])=[CH:15][CH:14]=1)([F:11])[F:12]. The yield is 0.500.